From a dataset of Forward reaction prediction with 1.9M reactions from USPTO patents (1976-2016). Predict the product of the given reaction. Given the reactants [C:1]12(COC3C(Cl)=CC(C(OC(C)(C)C)=O)=C(F)C=3)[CH2:7][CH:6]1CCCC2.Cl[C:26]1[C:27]([O:40][CH:41]2[CH2:46][CH2:45][CH2:44][C:43]([CH3:48])([CH3:47])[CH2:42]2)=[CH:28][C:29]([F:39])=[C:30]([CH:38]=1)[C:31]([O:33][C:34]([CH3:37])([CH3:36])[CH3:35])=[O:32], predict the reaction product. The product is: [CH:1]1([C:26]2[C:27]([O:40][CH:41]3[CH2:46][CH2:45][CH2:44][C:43]([CH3:48])([CH3:47])[CH2:42]3)=[CH:28][C:29]([F:39])=[C:30]([CH:38]=2)[C:31]([O:33][C:34]([CH3:37])([CH3:36])[CH3:35])=[O:32])[CH2:7][CH2:6]1.